Dataset: Full USPTO retrosynthesis dataset with 1.9M reactions from patents (1976-2016). Task: Predict the reactants needed to synthesize the given product. (1) Given the product [N:1]1([C:6]2[CH:42]=[CH:41][C:9]([CH2:10][C:11]3[C:12]([N:43]4[CH2:46][CH2:45][CH2:44]4)=[N:13][C:14]4[C:19]([C:20]=3[Cl:21])=[CH:18][C:17]([C:22]([C:34]3[N:38]([CH3:39])[CH:37]=[N:36][CH:35]=3)([C:24]3[CH:25]=[N:26][C:27]([C:30]([F:32])([F:31])[F:33])=[CH:28][CH:29]=3)[OH:23])=[CH:16][CH:15]=4)=[CH:8][CH:7]=2)[CH:5]=[CH:4][CH:3]=[N:2]1, predict the reactants needed to synthesize it. The reactants are: [N:1]1([C:6]2[CH:42]=[CH:41][C:9]([CH2:10][C:11]3[C:12](Cl)=[N:13][C:14]4[C:19]([C:20]=3[Cl:21])=[CH:18][C:17]([C:22]([C:34]3[N:38]([CH3:39])[CH:37]=[N:36][CH:35]=3)([C:24]3[CH:25]=[N:26][C:27]([C:30]([F:33])([F:32])[F:31])=[CH:28][CH:29]=3)[OH:23])=[CH:16][CH:15]=4)=[CH:8][CH:7]=2)[CH:5]=[CH:4][CH:3]=[N:2]1.[NH:43]1[CH2:46][CH2:45][CH2:44]1.CN(C)C=O. (2) Given the product [N:16]1([CH2:15][CH2:14][N:6]2[C:7]3[CH:8]=[CH:9][CH:10]=[CH:11][C:1]=3[C:2](=[O:3])[O:4][C:5]2=[O:12])[CH:20]=[CH:19][N:18]=[CH:17]1, predict the reactants needed to synthesize it. The reactants are: [C:1]12[C:7](=[CH:8][CH:9]=[CH:10][CH:11]=1)[NH:6][C:5](=[O:12])[O:4][C:2]2=[O:3].O[CH2:14][CH2:15][N:16]1[CH:20]=[CH:19][N:18]=[CH:17]1. (3) Given the product [NH2:23][CH:19]1[C:20](=[O:22])[NH:21][CH:16]([C:14]([NH:13][C:6]2[C:5]3[C:10](=[CH:11][CH:12]=[C:3]([O:2][CH3:1])[N:4]=3)[N:9]=[CH:8][CH:7]=2)=[O:15])[CH2:17][CH2:18]1, predict the reactants needed to synthesize it. The reactants are: [CH3:1][O:2][C:3]1[N:4]=[C:5]2[C:10](=[CH:11][CH:12]=1)[N:9]=[CH:8][CH:7]=[C:6]2[NH:13][C:14]([CH:16]1[NH:21][C:20](=[O:22])[CH:19]([NH:23]C(=O)OC(C)(C)C)[CH2:18][CH2:17]1)=[O:15]. (4) The reactants are: [C:1]([C:3]1[CH:8]=[C:7]([O:9][CH2:10][C:11]2[CH:16]=[CH:15][CH:14]=[CH:13][CH:12]=2)[C:6]([NH:17][C:18](=O)[CH3:19])=[C:5]([N+:21]([O-])=O)[CH:4]=1)#[N:2]. Given the product [CH3:19][C:18]1[NH:21][C:5]2[CH:4]=[C:3]([C:1]#[N:2])[CH:8]=[C:7]([O:9][CH2:10][C:11]3[CH:16]=[CH:15][CH:14]=[CH:13][CH:12]=3)[C:6]=2[N:17]=1, predict the reactants needed to synthesize it. (5) Given the product [Br:1][C:2]1[CH:3]=[C:4]2[C:9](=[CH:10][CH:11]=1)[N:8]=[C:7]([NH:12][C:13]([CH3:15])([CH3:16])[CH3:14])[C:6]([CH2:17][CH:18]([CH3:30])[C:19]([NH:21][CH:22]1[CH2:23][C:24]3([CH2:29][CH2:31][CH2:28]3)[O:25][CH2:26][CH2:27]1)=[O:20])=[CH:5]2, predict the reactants needed to synthesize it. The reactants are: [Br:1][C:2]1[CH:3]=[C:4]2[C:9](=[CH:10][CH:11]=1)[N:8]=[C:7]([NH:12][C:13]([CH3:16])([CH3:15])[CH3:14])[C:6](/[CH:17]=[C:18](\[CH3:30])/[C:19]([NH:21][CH:22]1[CH2:27][CH2:26][O:25][C:24]([CH3:29])([CH3:28])[CH2:23]1)=[O:20])=[CH:5]2.[CH3:31]O. (6) The reactants are: [C:1]([OH:5])([CH3:4])([CH3:3])[CH3:2].CCN=C=NCCCN(C)C.[Br:17][C:18]1[C:26]([CH3:27])=[CH:25][C:21]([C:22](O)=[O:23])=[CH:20][C:19]=1[CH3:28]. Given the product [C:1]([O:5][C:22](=[O:23])[C:21]1[CH:25]=[C:26]([CH3:27])[C:18]([Br:17])=[C:19]([CH3:28])[CH:20]=1)([CH3:4])([CH3:3])[CH3:2], predict the reactants needed to synthesize it. (7) Given the product [CH3:20][N:19]([CH3:21])[C:17]1[C:16]2[C:11](=[CH:12][CH:13]=[CH:14][CH:15]=2)[N:10]=[C:9]([NH:8][C@H:4]2[CH2:5][CH2:6][CH2:7][C@H:2]([NH:1][CH2:27][C:24]3[CH:25]=[CH:26][S:22][CH:23]=3)[CH2:3]2)[N:18]=1, predict the reactants needed to synthesize it. The reactants are: [NH2:1][C@H:2]1[CH2:7][CH2:6][CH2:5][C@H:4]([NH:8][C:9]2[N:18]=[C:17]([N:19]([CH3:21])[CH3:20])[C:16]3[C:11](=[CH:12][CH:13]=[CH:14][CH:15]=3)[N:10]=2)[CH2:3]1.[S:22]1[CH:26]=[CH:25][C:24]([CH:27]=O)=[CH:23]1.[BH3-]C#N.[Na+]. (8) Given the product [CH:1]1([N:5]2[CH2:11][C:10]([F:13])([F:12])[C:9](=[O:14])[N:8]([CH3:15])[C:7]3[CH:16]=[N:17][C:18]([NH:20][C:21]4[CH:29]=[CH:28][C:24]([C:25]([NH2:34])=[O:27])=[CH:23][C:22]=4[O:30][CH3:31])=[N:19][C:6]2=3)[CH2:4][CH2:3][CH2:2]1, predict the reactants needed to synthesize it. The reactants are: [CH:1]1([N:5]2[CH2:11][C:10]([F:13])([F:12])[C:9](=[O:14])[N:8]([CH3:15])[C:7]3[CH:16]=[N:17][C:18]([NH:20][C:21]4[CH:29]=[CH:28][C:24]([C:25]([OH:27])=O)=[CH:23][C:22]=4[O:30][CH3:31])=[N:19][C:6]2=3)[CH2:4][CH2:3][CH2:2]1.C([N:34](CC)CC)C.F[P-](F)(F)(F)(F)F.CN(C(N(C)C)=[N+]1C2C(=NC=CC=2)[N+]([O-])=N1)C.[Cl-].[NH4+]. (9) Given the product [NH:12]1[C:13]2[C:18](=[CH:17][CH:16]=[CH:15][CH:14]=2)[C:10]([C:8](=[O:9])[CH:32]([NH:31][C:30]2[CH:39]=[CH:40][CH:41]=[C:28]([O:27][CH3:26])[CH:29]=2)[C:33]2[CH:38]=[CH:37][CH:36]=[CH:35][N:34]=2)=[CH:11]1, predict the reactants needed to synthesize it. The reactants are: C(N(CC)CC)C.[CH:8]([C:10]1[C:18]2[C:13](=[CH:14][CH:15]=[CH:16][CH:17]=2)[N:12](C(OC(C)(C)C)=O)[CH:11]=1)=[O:9].[CH3:26][O:27][C:28]1[CH:29]=[C:30]([CH:39]=[CH:40][CH:41]=1)[N:31]=[CH:32][C:33]1[CH:38]=[CH:37][CH:36]=[CH:35][N:34]=1.